The task is: Predict the reactants needed to synthesize the given product.. This data is from Retrosynthesis with 50K atom-mapped reactions and 10 reaction types from USPTO. Given the product CS(=O)(=O)c1ccccc1CN1CCCN(c2ccc3nnc(C(F)(F)F)n3n2)CC1, predict the reactants needed to synthesize it. The reactants are: CS(=O)(=O)c1ccccc1C=O.FC(F)(F)c1nnc2ccc(N3CCCNCC3)nn12.